Task: Predict the reaction yield, written as a fraction of the theoretical maximum amount of product (1.0 means a 100% yield; for example, 0.34 means a 34% yield).. Dataset: Reaction yield outcomes from USPTO patents with 853,638 reactions (1) The reactants are Cl[CH2:2][C:3]([NH:5][C:6]1[S:7][C:8]2[C:13]([N:14]=1)=[CH:12][CH:11]=[C:10]([O:15][C:16]1[CH:17]=[C:18]([NH:24][C:25](=[O:37])[C:26]3[CH:31]=[CH:30][CH:29]=[C:28]([C:32]([C:35]#[N:36])([CH3:34])[CH3:33])[CH:27]=3)[CH:19]=[CH:20][C:21]=1[CH2:22][CH3:23])[N:9]=2)=[O:4].C(N(CC)CC)C.[CH3:45][N:46]1[CH2:51][CH2:50][NH:49][CH2:48][CH2:47]1. The catalyst is O1CCCC1.C(OCC)(=O)C. The product is [C:35]([C:32]([C:28]1[CH:27]=[C:26]([CH:31]=[CH:30][CH:29]=1)[C:25]([NH:24][C:18]1[CH:19]=[CH:20][C:21]([CH2:22][CH3:23])=[C:16]([O:15][C:10]2[N:9]=[C:8]3[S:7][C:6]([NH:5][C:3](=[O:4])[CH2:2][N:49]4[CH2:50][CH2:51][N:46]([CH3:45])[CH2:47][CH2:48]4)=[N:14][C:13]3=[CH:12][CH:11]=2)[CH:17]=1)=[O:37])([CH3:33])[CH3:34])#[N:36]. The yield is 0.590. (2) The reactants are [F:1][C:2]1[CH:16]=[CH:15][C:5]([O:6][C:7]2[CH:8]=[C:9]([CH:12]=[CH:13][CH:14]=2)[CH:10]=O)=[CH:4][CH:3]=1.Cl.[NH2:18][OH:19]. The catalyst is CO. The product is [F:1][C:2]1[CH:16]=[CH:15][C:5]([O:6][C:7]2[CH:8]=[C:9]([CH:12]=[CH:13][CH:14]=2)/[CH:10]=[N:18]/[OH:19])=[CH:4][CH:3]=1. The yield is 0.940. (3) The reactants are [Na+].[S:2]1[C:6]2[CH:7]=[C:8]([S:11]([O-:13])=[O:12])[CH:9]=[CH:10][C:5]=2[N:4]=[CH:3]1.N1C=CC=CC=1.Br[C:21]([CH3:28])([CH3:27])[C:22]([O:24][CH2:25][CH3:26])=[O:23]. The catalyst is CN(C=O)C. The product is [CH2:25]([O:24][C:22](=[O:23])[C:21]([S:11]([C:8]1[CH:9]=[CH:10][C:5]2[N:4]=[CH:3][S:2][C:6]=2[CH:7]=1)(=[O:13])=[O:12])([CH3:28])[CH3:27])[CH3:26]. The yield is 0.660. (4) The reactants are [C:1]([C:3]1[CH:8]=[CH:7][C:6]([C@@H:9]2[C:14]([C:15]([O:17]CC=C)=[O:16])=[C:13]([CH3:21])[N:12]([C:22]3[CH:27]=[CH:26][CH:25]=[C:24]([C:28]([F:31])([F:30])[F:29])[CH:23]=3)[C:11](=[O:32])[N:10]2[CH3:33])=[C:5]([S:34]([CH3:37])(=[O:36])=[O:35])[CH:4]=1)#[N:2].N1CCOCC1. The catalyst is C1COCC1.C1C=CC([P]([Pd]([P](C2C=CC=CC=2)(C2C=CC=CC=2)C2C=CC=CC=2)([P](C2C=CC=CC=2)(C2C=CC=CC=2)C2C=CC=CC=2)[P](C2C=CC=CC=2)(C2C=CC=CC=2)C2C=CC=CC=2)(C2C=CC=CC=2)C2C=CC=CC=2)=CC=1. The product is [C:1]([C:3]1[CH:8]=[CH:7][C:6]([C@@H:9]2[C:14]([C:15]([OH:17])=[O:16])=[C:13]([CH3:21])[N:12]([C:22]3[CH:27]=[CH:26][CH:25]=[C:24]([C:28]([F:30])([F:31])[F:29])[CH:23]=3)[C:11](=[O:32])[N:10]2[CH3:33])=[C:5]([S:34]([CH3:37])(=[O:35])=[O:36])[CH:4]=1)#[N:2]. The yield is 0.830. (5) The reactants are [CH2:1]([O:3][C:4]1[CH:5]=[C:6]2[C:11](=[C:12]3[CH2:16][C:15]([CH3:18])([CH3:17])[O:14][C:13]=13)[C:10]([C:19]1[CH:24]=[CH:23][C:22](/[CH:25]=[CH:26]/[C:27]([O:29]C)=[O:28])=[CH:21][CH:20]=1)=[N:9][C:8]([CH3:32])([CH3:31])[CH2:7]2)[CH3:2].[OH-].[Na+].Cl. The catalyst is CO. The product is [CH2:1]([O:3][C:4]1[CH:5]=[C:6]2[C:11](=[C:12]3[CH2:16][C:15]([CH3:18])([CH3:17])[O:14][C:13]=13)[C:10]([C:19]1[CH:20]=[CH:21][C:22](/[CH:25]=[CH:26]/[C:27]([OH:29])=[O:28])=[CH:23][CH:24]=1)=[N:9][C:8]([CH3:31])([CH3:32])[CH2:7]2)[CH3:2]. The yield is 0.700. (6) The reactants are CC1C=CC(C)=CC=1.[C:9]([O:12][C:13]1[CH:14]=[C:15]([CH:19]=[C:20]([O:22][C:23](=[O:25])[CH3:24])[CH:21]=1)[C:16](Cl)=O)(=[O:11])[CH3:10].[C:26]([O:29][C:30]1[CH:37]=[CH:36][C:33]([CH:34]=C)=[CH:32][CH:31]=1)(=[O:28])[CH3:27]. The catalyst is CC([O-])=O.CC([O-])=O.[Pd+2].[Cl-].C(C1C=CC=C(C(C)C)C=1[NH+]1CCN(C2C(C(C)C)=CC=CC=2C(C)C)C1)(C)C.CCOC(C)=O. The product is [C:9]([O:12][C:13]1[CH:14]=[C:15]([CH:16]=[CH:34][C:33]2[CH:36]=[CH:37][C:30]([O:29][C:26](=[O:28])[CH3:27])=[CH:31][CH:32]=2)[CH:19]=[C:20]([O:22][C:23](=[O:25])[CH3:24])[CH:21]=1)(=[O:11])[CH3:10]. The yield is 0.701. (7) The reactants are [Cl:1][C:2]1[CH:7]=[CH:6][C:5]([S:8]([NH:11][C@H:12]([CH2:16][CH:17]([CH3:19])[CH3:18])[C:13]([NH2:15])=[O:14])(=[O:10])=[O:9])=[CH:4][CH:3]=1.C(=O)([O-])[O-].[K+].[K+].[C:26]([O:30][C:31](=[O:34])[CH2:32]Br)([CH3:29])([CH3:28])[CH3:27]. The catalyst is CN(C=O)C. The product is [C:26]([O:30][C:31](=[O:34])[CH2:32][N:11]([C@@H:12]([C:13](=[O:14])[NH2:15])[CH2:16][CH:17]([CH3:19])[CH3:18])[S:8]([C:5]1[CH:4]=[CH:3][C:2]([Cl:1])=[CH:7][CH:6]=1)(=[O:9])=[O:10])([CH3:29])([CH3:28])[CH3:27]. The yield is 0.350.